Dataset: Full USPTO retrosynthesis dataset with 1.9M reactions from patents (1976-2016). Task: Predict the reactants needed to synthesize the given product. (1) Given the product [Cl:1][C:2]1[C:7](=[O:8])[N:6]([CH3:9])[CH:5]=[C:4]([N:10]2[CH:11]([C:21]3[CH:26]=[CH:25][C:24]([Cl:27])=[CH:23][CH:22]=3)[C:12]3[C:13](=[N:14][N:15]([CH3:17])[CH:16]=3)[C:18]2=[O:19])[CH:3]=1, predict the reactants needed to synthesize it. The reactants are: [Cl:1][C:2]1[C:7](=[O:8])[N:6]([CH3:9])[CH:5]=[C:4]([NH:10][CH:11]([C:21]2[CH:26]=[CH:25][C:24]([Cl:27])=[CH:23][CH:22]=2)[C:12]2[C:13]([C:18](O)=[O:19])=[N:14][N:15]([CH3:17])[CH:16]=2)[CH:3]=1. (2) Given the product [CH2:1]([NH:8][CH:11]1[CH2:10][CH:9]2[CH:13]([CH2:14][C:15](=[O:17])[CH2:16]2)[CH2:12]1)[C:2]1[CH:7]=[CH:6][CH:5]=[CH:4][CH:3]=1, predict the reactants needed to synthesize it. The reactants are: [CH2:1]([NH2:8])[C:2]1[CH:7]=[CH:6][CH:5]=[CH:4][CH:3]=1.[C@@H:9]12[CH2:16][C:15](=[O:17])[CH2:14][C@@H:13]1[CH2:12][C:11](=O)[CH2:10]2. (3) The reactants are: [N+:1]([C:4]1[CH:12]=[CH:11][CH:10]=[C:9]2[C:5]=1[CH:6]=[N:7][N:8]2[CH:13]1[CH2:18][CH2:17][CH2:16][CH2:15][O:14]1)([O-])=O. Given the product [O:14]1[CH2:15][CH2:16][CH2:17][CH2:18][CH:13]1[N:8]1[C:9]2[CH:10]=[CH:11][CH:12]=[C:4]([NH2:1])[C:5]=2[CH:6]=[N:7]1, predict the reactants needed to synthesize it. (4) Given the product [C:36]([CH2:6][CH2:7][C@H:8]1[C:20]2[C:19]3[C:18]([O:21][CH:22]4[CH2:27][CH2:26][CH:25]([NH:28][C:29](=[O:35])[O:30][C:31]([CH3:32])([CH3:34])[CH3:33])[CH2:24][CH2:23]4)=[N:17][CH:16]=[N:15][C:14]=3[S:13][C:12]=2[CH2:11][CH2:10][CH2:9]1)#[N:37], predict the reactants needed to synthesize it. The reactants are: CS(O[CH2:6][CH2:7][C@H:8]1[C:20]2[C:19]3[C:18]([O:21][CH:22]4[CH2:27][CH2:26][CH:25]([NH:28][C:29](=[O:35])[O:30][C:31]([CH3:34])([CH3:33])[CH3:32])[CH2:24][CH2:23]4)=[N:17][CH:16]=[N:15][C:14]=3[S:13][C:12]=2[CH2:11][CH2:10][CH2:9]1)(=O)=O.[C-:36]#[N:37].[Na+]. (5) Given the product [Cl:18][C:19]1[CH:20]=[C:21]([C:26]2[C:38]([CH3:39])=[CH:37][C:29]([C:30]([NH:32][S:33]([CH3:36])(=[O:35])=[O:34])=[O:31])=[C:28]([F:40])[CH:27]=2)[CH:22]=[N:23][C:24]=1[O:11][C@@H:9]([C:3]1[CH:4]=[C:5]([Cl:8])[CH:6]=[CH:7][C:2]=1[Cl:1])[CH3:10], predict the reactants needed to synthesize it. The reactants are: [Cl:1][C:2]1[CH:7]=[CH:6][C:5]([Cl:8])=[CH:4][C:3]=1[C@H:9]([OH:11])[CH3:10].C(=O)([O-])[O-].[Cs+].[Cs+].[Cl:18][C:19]1[CH:20]=[C:21]([C:26]2[C:38]([CH3:39])=[CH:37][C:29]([C:30]([NH:32][S:33]([CH3:36])(=[O:35])=[O:34])=[O:31])=[C:28]([F:40])[CH:27]=2)[CH:22]=[N:23][C:24]=1F. (6) Given the product [CH3:25][O:24][C:22]1[CH:23]=[C:18]([CH2:17][C@@H:12]2[C@@H:11]([CH2:10][C:5]3[CH:6]=[CH:7][C:8]([OH:9])=[C:3]([O:2][CH3:1])[CH:4]=3)[C:15](=[O:16])[O:14][CH2:13]2)[CH:19]=[CH:20][C:21]=1[OH:26], predict the reactants needed to synthesize it. The reactants are: [CH3:1][O:2][C:3]1[CH:4]=[C:5]([CH2:10][C@H:11]2[C:15](=[O:16])[O:14][CH2:13][C@@H:12]2[C@H:17](O)[C:18]2[CH:19]=[CH:20][C:21]([OH:26])=[C:22]([O:24][CH3:25])[CH:23]=2)[CH:6]=[CH:7][C:8]=1[OH:9].C([O-])=O.[NH4+]. (7) Given the product [OH:14][C:3]1([C:26]2[N:25]([S:22]([C:19]3[CH:20]=[CH:21][C:16]([CH3:34])=[CH:17][CH:18]=3)(=[O:24])=[O:23])[C:33]3[C:28]([CH:27]=2)=[CH:29][CH:30]=[CH:31][CH:32]=3)[C:12]2[C:7](=[CH:8][CH:9]=[CH:10][CH:11]=2)[C:6](=[O:13])[CH:5]=[CH:4]1, predict the reactants needed to synthesize it. The reactants are: CO[C:3]1([O:14]C)[C:12]2[C:7](=[CH:8][CH:9]=[CH:10][CH:11]=2)[C:6](=[O:13])[CH:5]=[CH:4]1.[C:16]1([CH3:34])[CH:21]=[CH:20][C:19]([S:22]([N:25]2[C:33]3[C:28](=[CH:29][CH:30]=[CH:31][CH:32]=3)[CH:27]=[CH:26]2)(=[O:24])=[O:23])=[CH:18][CH:17]=1.